From a dataset of Peptide-MHC class I binding affinity with 185,985 pairs from IEDB/IMGT. Regression. Given a peptide amino acid sequence and an MHC pseudo amino acid sequence, predict their binding affinity value. This is MHC class I binding data. (1) The peptide sequence is SLLSVLLSM. The MHC is HLA-A02:03 with pseudo-sequence HLA-A02:03. The binding affinity (normalized) is 0.572. (2) The peptide sequence is CYVPHFKVGW. The MHC is Mamu-B17 with pseudo-sequence Mamu-B17. The binding affinity (normalized) is 0.334. (3) The peptide sequence is GVALRSTYR. The MHC is HLA-A03:01 with pseudo-sequence HLA-A03:01. The binding affinity (normalized) is 0.307.